From a dataset of Full USPTO retrosynthesis dataset with 1.9M reactions from patents (1976-2016). Predict the reactants needed to synthesize the given product. (1) Given the product [OH:34][CH2:33][C:32]([C:29]1[CH:30]=[CH:31][C:26]([C:25]([NH:24][C:22]2[S:21][C:19]3[C:18]([N:23]=2)=[CH:17][CH:16]=[C:15]([C:8]2[CH:9]=[CH:10][C:5]([C:3](=[O:4])[NH:2][CH3:1])=[CH:6][CH:7]=2)[N:20]=3)=[O:37])=[CH:27][CH:28]=1)([CH3:36])[CH3:35], predict the reactants needed to synthesize it. The reactants are: [CH3:1][NH:2][C:3]([C:5]1[CH:10]=[CH:9][C:8](B(O)O)=[CH:7][CH:6]=1)=[O:4].Br[C:15]1[N:20]=[C:19]2[S:21][C:22]([NH:24][C:25](=[O:37])[C:26]3[CH:31]=[CH:30][C:29]([C:32]([CH3:36])([CH3:35])[CH2:33][OH:34])=[CH:28][CH:27]=3)=[N:23][C:18]2=[CH:17][CH:16]=1. (2) Given the product [C:30]([O:29][C:27](=[O:28])[NH:19][C:17]1[CH:18]=[C:13]2[CH:12]=[CH:11][N:10]([S:7]([C:1]3[CH:6]=[CH:5][CH:4]=[CH:3][CH:2]=3)(=[O:8])=[O:9])[C:14]2=[N:15][CH:16]=1)([CH3:33])([CH3:32])[CH3:31], predict the reactants needed to synthesize it. The reactants are: [C:1]1([S:7]([N:10]2[C:14]3=[N:15][CH:16]=[C:17]([NH2:19])[CH:18]=[C:13]3[CH:12]=[CH:11]2)(=[O:9])=[O:8])[CH:6]=[CH:5][CH:4]=[CH:3][CH:2]=1.C(N(CC)CC)C.[C:27](O[C:27]([O:29][C:30]([CH3:33])([CH3:32])[CH3:31])=[O:28])([O:29][C:30]([CH3:33])([CH3:32])[CH3:31])=[O:28]. (3) Given the product [C:16]1([C:2]2[CH:7]=[CH:6][N:5]=[C:4]([NH:8][C:9](=[O:15])[O:10][C:11]([CH3:14])([CH3:13])[CH3:12])[CH:3]=2)[CH:21]=[CH:20][CH:19]=[CH:18][CH:17]=1, predict the reactants needed to synthesize it. The reactants are: I[C:2]1[CH:7]=[CH:6][N:5]=[C:4]([NH:8][C:9](=[O:15])[O:10][C:11]([CH3:14])([CH3:13])[CH3:12])[CH:3]=1.[C:16]1(B(O)O)[CH:21]=[CH:20][CH:19]=[CH:18][CH:17]=1.C(=O)([O-])[O-].[Na+].[Na+]. (4) Given the product [CH:1]1([C:4]2[CH:5]=[C:6]([C:17]([NH:20][CH2:21][C:22]3[C:23](=[O:30])[NH:24][C:25]([CH3:29])=[CH:26][C:27]=3[CH3:28])=[O:18])[C:50]3[C:36]([CH3:35])=[N:32][N:46]([CH:47]([CH3:48])[CH3:41])[C:51]=3[N:9]=2)[CH2:3][CH2:2]1, predict the reactants needed to synthesize it. The reactants are: [CH:1]1([C:4]2[CH:5]=[C:6]([C:17](O)=[O:18])C3C=NN(CC(C)C)C=3[N:9]=2)[CH2:3][CH2:2]1.[NH2:20][CH2:21][C:22]1[C:23](=[O:30])[NH:24][C:25]([CH3:29])=[CH:26][C:27]=1[CH3:28].O[N:32]1[C:36]2N=CC=C[C:35]=2N=N1.[CH2:41](Cl)CCl.C[N:46]1[CH2:51][CH2:50]O[CH2:48][CH2:47]1. (5) The reactants are: [CH:1]1([NH2:6])CCC[CH2:2]1.FC1C=C(C)C=CC=1[N+]([O-])=[O:15].[CH:18]1([NH:23][C:24]2[CH:30]=[C:29]([CH3:31])[CH:28]=[CH:27][C:25]=2[NH2:26])[CH2:22][CH2:21][CH2:20][CH2:19]1.N[C:33]1[S:34]C=[CH:36][N:37]=1. Given the product [CH:18]1([NH:23][C:24]2[CH:30]=[C:29]([CH3:31])[CH:28]=[CH:27][C:25]=2[NH2:26])[CH2:22][CH2:21][CH2:20][CH2:19]1.[CH:18]1([NH:23][C:24]2[CH:30]=[C:29]([CH3:31])[CH:28]=[CH:27][C:25]=2[NH:26][C:36]([NH:37][C:33]2[S:34][CH:2]=[CH:1][N:6]=2)=[O:15])[CH2:22][CH2:21][CH2:20][CH2:19]1, predict the reactants needed to synthesize it. (6) Given the product [C:1]([CH:3]([CH:4]1[CH2:5][CH2:6][N:7]([C:10]([O:12][C:13]([CH3:16])([CH3:15])[CH3:14])=[O:11])[CH2:8][CH2:9]1)[CH:18]=[O:20])#[N:2], predict the reactants needed to synthesize it. The reactants are: [C:1]([CH2:3][CH:4]1[CH2:9][CH2:8][N:7]([C:10]([O:12][C:13]([CH3:16])([CH3:15])[CH3:14])=[O:11])[CH2:6][CH2:5]1)#[N:2].C[C:18](C)([O-:20])C.[K+].C(OCC)=O.O.